Dataset: Full USPTO retrosynthesis dataset with 1.9M reactions from patents (1976-2016). Task: Predict the reactants needed to synthesize the given product. (1) Given the product [CH3:11][C:10]1[N:6]([CH2:5][C:4]2[CH:3]=[C:2]([N:53]3[CH2:54][CH:51]([OH:50])[CH2:52]3)[CH:32]=[CH:31][CH:30]=2)[N:7]=[C:8]([C:12]2[O:16][N:15]=[C:14]([C:17]3[CH:22]=[CH:21][C:20]([C:23]4([C:26]([F:29])([F:28])[F:27])[CH2:25][CH2:24]4)=[CH:19][CH:18]=3)[N:13]=2)[CH:9]=1, predict the reactants needed to synthesize it. The reactants are: Br[C:2]1[CH:3]=[C:4]([CH:30]=[CH:31][CH:32]=1)[CH2:5][N:6]1[C:10]([CH3:11])=[CH:9][C:8]([C:12]2[O:16][N:15]=[C:14]([C:17]3[CH:22]=[CH:21][C:20]([C:23]4([C:26]([F:29])([F:28])[F:27])[CH2:25][CH2:24]4)=[CH:19][CH:18]=3)[N:13]=2)=[N:7]1.[Si]([O:50][CH:51]1[CH2:54][NH:53][CH2:52]1)(C(C)(C)C)(C1C=CC=CC=1)C1C=CC=CC=1. (2) Given the product [N:1]1[CH:2]=[CH:3][C:4]([CH2:9][NH:11][S:25]([CH:23]2[CH2:24][CH:22]2[C:16]2[CH:21]=[CH:20][CH:19]=[CH:18][CH:17]=2)(=[O:27])=[O:26])=[CH:5][CH:6]=1, predict the reactants needed to synthesize it. The reactants are: [N:1]1[CH:6]=[CH:5][C:4](NC)=[CH:3][CH:2]=1.[CH2:9]([N:11](CC)CC)C.[C:16]1([CH:22]2[CH2:24][CH:23]2[S:25](Cl)(=[O:27])=[O:26])[CH:21]=[CH:20][CH:19]=[CH:18][CH:17]=1. (3) Given the product [Br:1][C:2]1[CH:10]=[C:9]([F:11])[CH:8]=[C:7]2[C:3]=1[C:4]([S:21][C:22]1[CH:23]=[CH:24][C:25]([Cl:28])=[CH:26][CH:27]=1)=[C:5]1[CH:15]([CH2:16][C:17]([OH:19])=[O:18])[CH2:14][CH2:13][CH2:12][N:6]12, predict the reactants needed to synthesize it. The reactants are: [Br:1][C:2]1[CH:10]=[C:9]([F:11])[CH:8]=[C:7]2[C:3]=1[C:4]([S:21][C:22]1[CH:27]=[CH:26][C:25]([Cl:28])=[CH:24][CH:23]=1)=[C:5]1[CH:15]([CH2:16][C:17]([O:19]C)=[O:18])[CH2:14][CH2:13][CH2:12][N:6]12.C1COCC1.CO.[Li+].[OH-]. (4) Given the product [F:42][C:40]1[CH:39]=[C:38]2[C:34]([CH:35]=[CH:36][NH:37]2)=[C:33]([C:22]2[N:23]=[C:24]([N:27]3[CH2:28][CH2:29][O:30][CH2:31][CH2:32]3)[C:25]3[S:26][C:18]([CH2:17][N:13]4[CH2:14][CH2:15][C@@H:16]5[NH:8][CH2:9][CH2:10][C@@H:11]5[CH2:12]4)=[CH:19][C:20]=3[N:21]=2)[CH:41]=1, predict the reactants needed to synthesize it. The reactants are: C(OC([N:8]1[C@@H:16]2[C@@H:11]([CH2:12][N:13]([CH2:17][C:18]3[S:26][C:25]4[C:24]([N:27]5[CH2:32][CH2:31][O:30][CH2:29][CH2:28]5)=[N:23][C:22]([C:33]5[CH:41]=[C:40]([F:42])[CH:39]=[C:38]6[C:34]=5[CH:35]=[CH:36][NH:37]6)=[N:21][C:20]=4[CH:19]=3)[CH2:14][CH2:15]2)[CH2:10][CH2:9]1)=O)(C)(C)C.C(O)(C(F)(F)F)=O.C(Cl)Cl. (5) The reactants are: Cl[CH2:2][CH2:3][O:4][C:5]1[CH:14]=[C:13]2[C:8]([C:9]([O:15][C:16]3[C:17]([C:26](=[O:28])[CH3:27])=[N:18][C:19]4[C:24]([CH:25]=3)=[CH:23][CH:22]=[CH:21][CH:20]=4)=[CH:10][CH:11]=[N:12]2)=[CH:7][C:6]=1[O:29][CH3:30].C(=O)([O-])[O-].[K+].[K+].[OH:37][CH:38]1[CH2:43][CH2:42][CH2:41][NH:40][CH2:39]1.O. Given the product [OH:37][CH:38]1[CH2:43][CH2:42][CH2:41][N:40]([CH2:2][CH2:3][O:4][C:5]2[CH:14]=[C:13]3[C:8]([C:9]([O:15][C:16]4[C:17]([C:26](=[O:28])[CH3:27])=[N:18][C:19]5[C:24]([CH:25]=4)=[CH:23][CH:22]=[CH:21][CH:20]=5)=[CH:10][CH:11]=[N:12]3)=[CH:7][C:6]=2[O:29][CH3:30])[CH2:39]1, predict the reactants needed to synthesize it. (6) Given the product [CH3:1][CH:2]([CH3:34])[CH2:3][CH2:4][C@@H:5]([N:13]1[CH2:18][CH2:17][C@@H:16]([CH2:19][C:20]([OH:22])=[O:21])[CH2:15][C@H:14]1[C:24]1[CH:25]=[CH:26][C:27]([C:30]([F:33])([F:31])[F:32])=[CH:28][CH:29]=1)[CH2:6][CH:7]1[CH2:8][CH2:9][O:10][CH2:11][CH2:12]1, predict the reactants needed to synthesize it. The reactants are: [CH3:1][CH:2]([CH3:34])[CH2:3][CH2:4][C@@H:5]([N:13]1[CH2:18][CH2:17][C@@H:16]([CH2:19][C:20]([O:22]C)=[O:21])[CH2:15][C@H:14]1[C:24]1[CH:29]=[CH:28][C:27]([C:30]([F:33])([F:32])[F:31])=[CH:26][CH:25]=1)[CH2:6][CH:7]1[CH2:12][CH2:11][O:10][CH2:9][CH2:8]1.[OH-].[Na+]. (7) Given the product [Cl:12][C:7]1[C:8](=[O:9])[N:4]([CH:1]([CH3:3])[CH3:2])[N:5]([CH3:11])[C:6]=1[CH3:10], predict the reactants needed to synthesize it. The reactants are: [CH:1]([N:4]1[C:8](=[O:9])[CH:7]=[C:6]([CH3:10])[N:5]1[CH3:11])([CH3:3])[CH3:2].[Cl:12]N1C(=O)CCC1=O.